This data is from Catalyst prediction with 721,799 reactions and 888 catalyst types from USPTO. The task is: Predict which catalyst facilitates the given reaction. (1) Reactant: I[C:2]1[CH:3]=[N:4][N:5]([CH:8]2[CH2:13][CH2:12][CH2:11][CH2:10][O:9]2)[C:6]=1[CH3:7].C([Mg]Cl)(C)C.[B:19](OC)(OC)OC.C(O)(=O)C.[OH:30][C:31]([C:34]([OH:37])([CH3:36])[CH3:35])([CH3:33])[CH3:32]. Product: [CH3:7][C:6]1[N:5]([CH:8]2[CH2:13][CH2:12][CH2:11][CH2:10][O:9]2)[N:4]=[CH:3][C:2]=1[B:19]1[O:37][C:34]([CH3:36])([CH3:35])[C:31]([CH3:33])([CH3:32])[O:30]1. The catalyst class is: 1. (2) Reactant: O.[CH3:2][C:3]1([CH3:21])[O:8][CH2:7][CH:6]([CH2:9][O:10][C:11]2[C:16]([CH3:17])=[CH:15][N:14]=[C:13]([CH2:18][OH:19])[C:12]=2[CH3:20])[CH2:5][O:4]1. Product: [CH3:2][C:3]1([CH3:21])[O:8][CH2:7][CH:6]([CH2:9][O:10][C:11]2[C:16]([CH3:17])=[CH:15][N:14]=[C:13]([CH2:18][OH:19])[C:12]=2[CH3:20])[CH2:5][O:4]1. The catalyst class is: 11. (3) Reactant: [CH3:1][CH:2]([CH3:20])[C@@H:3]([N:7]1[C:16](=[O:17])[C:15]2=[CH:18][NH:19][C:13]3[C:14]2=[C:9]([CH:10]=[CH:11][N:12]=3)[CH2:8]1)[C:4]([OH:6])=O.[C:21]([C:23]1([CH3:27])[CH2:26][NH:25][CH2:24]1)#[N:22].C1C=CC2N(O)N=NC=2C=1.C(Cl)CCl. Product: [CH3:27][C:23]1([C:21]#[N:22])[CH2:26][N:25]([C:4](=[O:6])[C@H:3]([N:7]2[C:16](=[O:17])[C:15]3=[CH:18][NH:19][C:13]4[C:14]3=[C:9]([CH:10]=[CH:11][N:12]=4)[CH2:8]2)[CH:2]([CH3:20])[CH3:1])[CH2:24]1. The catalyst class is: 456. (4) Reactant: C(OC(=O)[NH:7][C:8]1[CH:13]=[C:12]([O:14][CH2:15][CH3:16])[C:11]([C:17]([F:20])([F:19])[F:18])=[CH:10][C:9]=1[NH:21][C:22](=[O:41])[CH2:23][C:24]([C:26]1[CH:31]=[CH:30][CH:29]=[C:28]([C:32]2[CH:37]=[CH:36][N:35]=[C:34]([CH:38]([CH3:40])[CH3:39])[CH:33]=2)[CH:27]=1)=O)(C)(C)C.C(O)(C(F)(F)F)=O. The catalyst class is: 2. Product: [CH:38]([C:34]1[CH:33]=[C:32]([C:28]2[CH:27]=[C:26]([C:24]3[CH2:23][C:22](=[O:41])[NH:21][C:9]4[CH:10]=[C:11]([C:17]([F:19])([F:20])[F:18])[C:12]([O:14][CH2:15][CH3:16])=[CH:13][C:8]=4[N:7]=3)[CH:31]=[CH:30][CH:29]=2)[CH:37]=[CH:36][N:35]=1)([CH3:39])[CH3:40]. (5) Reactant: [Cl:1][C:2]1[C:3]([CH:8]=O)=[N:4][NH:5][C:6]=1[CH3:7].[F:10][C:11]1[CH:16]=[CH:15][C:14]([C:17]2[NH:26][C:20]3=[N:21][CH:22]=[C:23]([NH2:25])[CH:24]=[C:19]3[CH:18]=2)=[CH:13][CH:12]=1.[BH4-].[Na+]. Product: [Cl:1][C:2]1[C:3]([CH2:8][NH:25][C:23]2[CH:24]=[C:19]3[CH:18]=[C:17]([C:14]4[CH:13]=[CH:12][C:11]([F:10])=[CH:16][CH:15]=4)[NH:26][C:20]3=[N:21][CH:22]=2)=[N:4][NH:5][C:6]=1[CH3:7]. The catalyst class is: 7. (6) Reactant: [Br:1][CH2:2][CH2:3][OH:4].N1C=CN=C1.[Si:10](Cl)([C:13]([CH3:16])([CH3:15])[CH3:14])([CH3:12])[CH3:11].O. Product: [Br:1][CH2:2][CH2:3][O:4][Si:10]([C:13]([CH3:16])([CH3:15])[CH3:14])([CH3:12])[CH3:11]. The catalyst class is: 369. (7) Reactant: [C:1]([O:5][C:6]([N:8]([CH2:13][C:14]1[CH:22]=[CH:21][C:17]([C:18]([OH:20])=[O:19])=[CH:16][C:15]=1[O:23][CH2:24][CH:25]1[CH2:27][CH2:26]1)[S:9]([CH3:12])(=[O:11])=[O:10])=[O:7])([CH3:4])([CH3:3])[CH3:2].C(Cl)CCl.[Cl:32][C:33]1[CH:34]=[N+:35]([O-:58])[CH:36]=[C:37]([Cl:57])[C:38]=1[CH2:39][C@@H:40]([C:42]1[CH:47]=[CH:46][C:45]([O:48][CH:49]([F:51])[F:50])=[C:44]([O:52][CH2:53][CH:54]2[CH2:56][CH2:55]2)[CH:43]=1)O. Product: [C:1]([O:5][C:6]([N:8]([CH2:13][C:14]1[CH:22]=[CH:21][C:17]([C:18]([O:20][C@H:40]([C:42]2[CH:47]=[CH:46][C:45]([O:48][CH:49]([F:50])[F:51])=[C:44]([O:52][CH2:53][CH:54]3[CH2:55][CH2:56]3)[CH:43]=2)[CH2:39][C:38]2[C:37]([Cl:57])=[CH:36][N+:35]([O-:58])=[CH:34][C:33]=2[Cl:32])=[O:19])=[CH:16][C:15]=1[O:23][CH2:24][CH:25]1[CH2:26][CH2:27]1)[S:9]([CH3:12])(=[O:11])=[O:10])=[O:7])([CH3:4])([CH3:2])[CH3:3]. The catalyst class is: 79.